This data is from Catalyst prediction with 721,799 reactions and 888 catalyst types from USPTO. The task is: Predict which catalyst facilitates the given reaction. Reactant: Br[C:2]1[C:3]([CH3:11])=[N:4][N:5]([CH3:10])[C:6]=1[C:7]([OH:9])=O.C1COCC1.B.C1COCC1.[Cl:23][C:24]1[C:29]([F:30])=[CH:28][CH:27]=[C:26]([O:31][CH3:32])[C:25]=1[C@H:33]([C:35]1[C:43]2[C:38](=[N:39][CH:40]=[C:41](B3OC(C)(C)C(C)(C)O3)[CH:42]=2)[NH:37][CH:36]=1)[CH3:34].C([O-])([O-])=O.[K+].[K+].O. Product: [Cl:23][C:24]1[C:29]([F:30])=[CH:28][CH:27]=[C:26]([O:31][CH3:32])[C:25]=1[C@H:33]([C:35]1[C:43]2[C:38](=[N:39][CH:40]=[C:41]([C:2]3[C:3]([CH3:11])=[N:4][N:5]([CH3:10])[C:6]=3[CH2:7][OH:9])[CH:42]=2)[NH:37][CH:36]=1)[CH3:34]. The catalyst class is: 12.